Predict the product of the given reaction. From a dataset of Forward reaction prediction with 1.9M reactions from USPTO patents (1976-2016). (1) Given the reactants Br[C:2]1[N:7]=[C:6]([CH:8]=[O:9])[CH:5]=[CH:4][CH:3]=1.[CH3:10][C:11]1[CH:37]=[C:36]([CH3:38])[CH:35]=[C:34]([CH3:39])[C:12]=1[NH:13][CH2:14][C:15]1[CH:24]=[CH:23][C:22]2[C:17](=[CH:18][CH:19]=[CH:20][CH:21]=2)[C:16]=1B1OC(C)(C)C(C)(C)O1.ClCCl.C(OCC)(=O)C, predict the reaction product. The product is: [C:11]1([CH3:10])[CH:37]=[C:36]([CH3:38])[CH:35]=[C:34]([CH3:39])[C:12]=1[NH:13][CH2:14][C:15]1[CH:24]=[CH:23][C:22]2[C:17](=[CH:18][CH:19]=[CH:20][CH:21]=2)[C:16]=1[C:2]1[N:7]=[C:6]([CH:8]=[O:9])[CH:5]=[CH:4][CH:3]=1. (2) Given the reactants [C:1]([C:4]1[O:8][N:7]=[C:6]([C:9]([O:11][CH2:12][CH3:13])=[O:10])[CH:5]=1)(=[O:3])[CH3:2].[CH2:14](O)[CH2:15][OH:16], predict the reaction product. The product is: [CH3:2][C:1]1([C:4]2[O:8][N:7]=[C:6]([C:9]([O:11][CH2:12][CH3:13])=[O:10])[CH:5]=2)[O:16][CH2:15][CH2:14][O:3]1. (3) Given the reactants [F:1][C:2]([F:17])([F:16])[C:3]1[N:8]=[C:7]([NH2:9])[CH:6]=[CH:5][C:4]=1[C:10]#[C:11][Si](C)(C)C.C([O-])([O-])=O.[K+].[K+], predict the reaction product. The product is: [C:10]([C:4]1[CH:5]=[CH:6][C:7]([NH2:9])=[N:8][C:3]=1[C:2]([F:1])([F:17])[F:16])#[CH:11]. (4) The product is: [F:1][C:2]1[CH:7]=[CH:6][C:5]([N:8]2[C:12]([C:13]3[CH:23]=[CH:22][C:16]4[O:17][CH2:18][C:19](=[O:21])[NH:20][C:15]=4[CH:14]=3)=[CH:11][C:10]([CH2:24][CH2:25][CH2:26][OH:27])=[N:9]2)=[CH:4][CH:3]=1. Given the reactants [F:1][C:2]1[CH:7]=[CH:6][C:5]([N:8]2[C:12]([C:13]3[CH:23]=[CH:22][C:16]4[O:17][CH2:18][C:19](=[O:21])[NH:20][C:15]=4[CH:14]=3)=[CH:11][C:10]([CH2:24][CH2:25][C:26](OC)=[O:27])=[N:9]2)=[CH:4][CH:3]=1.[H-].[Al+3].[Li+].[H-].[H-].[H-], predict the reaction product. (5) Given the reactants [C:1](Cl)(=[O:11])[C:2]1[C:3](=[CH:7][CH:8]=[CH:9][CH:10]=1)[C:4](Cl)=[O:5].[OH-].[Na+].[CH3:15][C:16]([NH2:21])([CH3:20])[CH2:17][S:18][CH3:19].C1(=O)NC(=[O:28])C2=CC=CC1=C2.[Cl:33][C:34]1[C:40]([Cl:41])=[C:39]([Cl:42])[CH:38]=[CH:37][C:35]=1[NH2:36].OO.S([O-])([O-])=O.[Na+].[Na+].C(=O)([O-])O.[Na+], predict the reaction product. The product is: [CH3:15][C:16]([NH:21][C:1]([C:2]1[C:3]([C:4]([NH:36][C:35]2[CH:37]=[CH:38][C:39]([Cl:42])=[C:40]([Cl:41])[C:34]=2[Cl:33])=[O:5])=[CH:7][CH:8]=[CH:9][CH:10]=1)=[O:11])([CH3:20])[CH2:17][S:18]([CH3:19])=[O:28]. (6) Given the reactants [Si:1]([O:8][C:9]1[CH:14]=[CH:13][C:12]([C:15]2[N:16]=[C:17]([C:22]#[C:23][C:24]3[CH:29]=[CH:28][CH:27]=[CH:26][CH:25]=3)[C:18]([NH2:21])=[N:19][CH:20]=2)=[CH:11][CH:10]=1)([C:4]([CH3:7])([CH3:6])[CH3:5])([CH3:3])[CH3:2].[Si:30]([O:37][C:38]1[CH:43]=[CH:42][C:41]([CH2:44][C:45](Cl)=[O:46])=[CH:40][CH:39]=1)([C:33]([CH3:36])([CH3:35])[CH3:34])([CH3:32])[CH3:31].O, predict the reaction product. The product is: [Si:30]([O:37][C:38]1[CH:39]=[CH:40][C:41]([CH2:44][C:45]([NH:21][C:18]2[C:17]([C:22]#[C:23][C:24]3[CH:29]=[CH:28][CH:27]=[CH:26][CH:25]=3)=[N:16][C:15]([C:12]3[CH:11]=[CH:10][C:9]([O:8][Si:1]([C:4]([CH3:7])([CH3:5])[CH3:6])([CH3:2])[CH3:3])=[CH:14][CH:13]=3)=[CH:20][N:19]=2)=[O:46])=[CH:42][CH:43]=1)([C:33]([CH3:36])([CH3:35])[CH3:34])([CH3:32])[CH3:31]. (7) The product is: [ClH:39].[NH2:7][C:8]1[CH2:9][O:10][CH2:11][C@:12]([C:15]2[CH:20]=[C:19]([NH:21][C:22]([C:24]3[N:29]=[CH:28][C:27]([Br:30])=[CH:26][N:25]=3)=[O:23])[CH:18]=[C:17]([Br:31])[CH:16]=2)([CH3:14])[N:13]=1. Given the reactants C(OC(=O)[NH:7][C:8]1[CH2:9][O:10][CH2:11][C@:12]([C:15]2[CH:20]=[C:19]([NH:21][C:22]([C:24]3[N:29]=[CH:28][C:27]([Br:30])=[CH:26][N:25]=3)=[O:23])[CH:18]=[C:17]([Br:31])[CH:16]=2)([CH3:14])[N:13]=1)(C)(C)C.O1CCOCC1.[ClH:39], predict the reaction product. (8) Given the reactants [C:1]([O:9][CH2:10][CH2:11][C:12]([CH3:23])([CH3:22])[CH2:13][O:14][Si](C)(C)C(C)(C)C)(=[O:8])[C:2]1[CH:7]=[CH:6][CH:5]=[CH:4][CH:3]=1.F.F.F.C(N(CC)CC)C, predict the reaction product. The product is: [C:1]([O:9][CH2:10][CH2:11][C:12]([CH3:23])([CH3:22])[CH2:13][OH:14])(=[O:8])[C:2]1[CH:7]=[CH:6][CH:5]=[CH:4][CH:3]=1. (9) Given the reactants [Cl:1][C:2]1[N:10]=[C:9](Cl)[CH:8]=[CH:7][C:3]=1[C:4]([OH:6])=[O:5].CC(C)([O-])C.[K+].[F:18][C:19]([F:23])([F:22])[CH2:20][OH:21], predict the reaction product. The product is: [Cl:1][C:2]1[N:10]=[C:9]([O:21][CH2:20][C:19]([F:23])([F:22])[F:18])[CH:8]=[CH:7][C:3]=1[C:4]([OH:6])=[O:5].